This data is from Forward reaction prediction with 1.9M reactions from USPTO patents (1976-2016). The task is: Predict the product of the given reaction. (1) Given the reactants [N:1]([CH:4]1[CH2:8][N:7]([C:9](=[O:27])[CH2:10][CH2:11][C:12]2[CH:17]=[CH:16][C:15]([CH2:18][NH:19][C:20]([O:22][C:23]([CH3:26])([CH3:25])[CH3:24])=[O:21])=[CH:14][CH:13]=2)[C@H:6]([C:28]([O:30][CH2:31][C:32]2[CH:37]=[CH:36][CH:35]=[CH:34][CH:33]=2)=[O:29])[CH2:5]1)=[N+]=[N-].C1(P(C2C=CC=CC=2)C2C=CC=CC=2)C=CC=CC=1.O.Cl, predict the reaction product. The product is: [NH2:1][CH:4]1[CH2:8][N:7]([C:9](=[O:27])[CH2:10][CH2:11][C:12]2[CH:13]=[CH:14][C:15]([CH2:18][NH:19][C:20]([O:22][C:23]([CH3:26])([CH3:24])[CH3:25])=[O:21])=[CH:16][CH:17]=2)[C@H:6]([C:28]([O:30][CH2:31][C:32]2[CH:37]=[CH:36][CH:35]=[CH:34][CH:33]=2)=[O:29])[CH2:5]1. (2) Given the reactants [CH2:1]([O:8][CH2:9][CH2:10][CH2:11][C@H:12]([C:21](=[O:26])N(OC)C)[CH2:13][C:14]([O:16][C:17]([CH3:20])([CH3:19])[CH3:18])=[O:15])[C:2]1[CH:7]=[CH:6][CH:5]=[CH:4][CH:3]=1.C1COCC1.[H-].C([Al+]CC(C)C)C(C)C.S(=O)(=O)(O)O, predict the reaction product. The product is: [CH2:1]([O:8][CH2:9][CH2:10][CH2:11][C@H:12]([CH:21]=[O:26])[CH2:13][C:14]([O:16][C:17]([CH3:18])([CH3:20])[CH3:19])=[O:15])[C:2]1[CH:7]=[CH:6][CH:5]=[CH:4][CH:3]=1.